This data is from Reaction yield outcomes from USPTO patents with 853,638 reactions. The task is: Predict the reaction yield, written as a fraction of the theoretical maximum amount of product (1.0 means a 100% yield; for example, 0.34 means a 34% yield). (1) The reactants are [Br:1][C:2]1[CH:3]=[N:4][C:5]([O:8]N2C3=NC=CC=C3N=N2)=[N:6][CH:7]=1.[C:18]1(B(O)O)[CH:23]=[CH:22][CH:21]=[CH:20][CH:19]=1.C([O-])([O-])=O.[Cs+].[Cs+]. The catalyst is COCCOC.C1C=CC([P]([Pd]([P](C2C=CC=CC=2)(C2C=CC=CC=2)C2C=CC=CC=2)([P](C2C=CC=CC=2)(C2C=CC=CC=2)C2C=CC=CC=2)[P](C2C=CC=CC=2)(C2C=CC=CC=2)C2C=CC=CC=2)(C2C=CC=CC=2)C2C=CC=CC=2)=CC=1. The product is [Br:1][C:2]1[CH:7]=[N:6][C:5]([O:8][C:18]2[CH:23]=[CH:22][CH:21]=[CH:20][CH:19]=2)=[N:4][CH:3]=1. The yield is 0.700. (2) The reactants are [CH2:1]([S:3]([N:6]1[CH2:11][CH2:10][CH:9]([C:12]2[C:20]3[C:15](=[C:16]([C:29]([NH2:31])=[O:30])[CH:17]=[C:18]([C:21]4[CH:26]=[CH:25][CH:24]=[C:23]([CH:27]=O)[CH:22]=4)[CH:19]=3)[NH:14][CH:13]=2)[CH2:8][CH2:7]1)(=[O:5])=[O:4])[CH3:2].[CH3:32][NH2:33].[BH4-].[Na+]. No catalyst specified. The product is [CH2:1]([S:3]([N:6]1[CH2:7][CH2:8][CH:9]([C:12]2[C:20]3[C:15](=[C:16]([C:29]([NH2:31])=[O:30])[CH:17]=[C:18]([C:21]4[CH:26]=[CH:25][CH:24]=[C:23]([CH2:27][NH:33][CH3:32])[CH:22]=4)[CH:19]=3)[NH:14][CH:13]=2)[CH2:10][CH2:11]1)(=[O:4])=[O:5])[CH3:2]. The yield is 0.830. (3) The reactants are [CH3:1][C:2]([C:22]1[CH:27]=[CH:26][C:25]([S:28][CH3:29])=[CH:24][N:23]=1)([CH2:15][CH:16]1[CH2:21][CH2:20][O:19][CH2:18][CH2:17]1)[C:3](=O)[CH2:4][CH2:5][C:6]([C:8]1[CH:13]=[CH:12][CH:11]=[CH:10][N:9]=1)=O.C([O-])(=O)C.[NH4+:34].C(=O)([O-])O.[Na+]. The catalyst is C(O)(=O)C.C(OCC)(=O)C. The product is [CH3:1][C:2]([C:22]1[CH:27]=[CH:26][C:25]([S:28][CH3:29])=[CH:24][N:23]=1)([C:3]1[NH:34][C:6]([C:8]2[CH:13]=[CH:12][CH:11]=[CH:10][N:9]=2)=[CH:5][CH:4]=1)[CH2:15][CH:16]1[CH2:21][CH2:20][O:19][CH2:18][CH2:17]1. The yield is 0.820. (4) The product is [CH:13]([C:14]1[C:19]2[CH:20]=[CH:21][O:22][C:18]=2[C:17]([NH:23][S:24]([CH3:27])(=[O:26])=[O:25])=[CH:16][CH:15]=1)=[O:12]. The catalyst is ClCCl. The yield is 0.860. The reactants are [Cr](Cl)([O-])(=O)=O.[NH+]1C=CC=CC=1.[OH:12][CH2:13][C:14]1[C:19]2[CH:20]=[CH:21][O:22][C:18]=2[C:17]([NH:23][S:24]([CH3:27])(=[O:26])=[O:25])=[CH:16][CH:15]=1. (5) The reactants are O=[C:2]([CH3:9])[CH2:3][C:4]([O:6][CH2:7][CH3:8])=[O:5].[NH2:10][C:11]1[CH:18]=[CH:17][CH:16]=[C:15]([O:19][CH:20]2[CH2:25][CH2:24][CH2:23][CH2:22][CH2:21]2)[C:12]=1[C:13]#[N:14].Cl[Sn](Cl)(Cl)Cl. The catalyst is C1(C)C=CC=CC=1. The product is [NH2:14][C:13]1[C:12]2[C:11](=[CH:18][CH:17]=[CH:16][C:15]=2[O:19][CH:20]2[CH2:21][CH2:22][CH2:23][CH2:24][CH2:25]2)[N:10]=[C:2]([CH3:9])[C:3]=1[C:4]([O:6][CH2:7][CH3:8])=[O:5]. The yield is 0.850. (6) The reactants are [CH2:1]([O:3][C:4]1[CH:5]=[C:6]2[C:11](=[C:12]3[CH2:16][C:15]([CH3:18])([CH3:17])[O:14][C:13]=13)[C:10]([C:19]1[CH:20]=[C:21]([CH:26]=[CH:27][CH:28]=1)[C:22]([NH:24][CH3:25])=[O:23])=[N:9][C:8]([CH3:30])([CH3:29])[CH:7]2[OH:31])[CH3:2]. The catalyst is C(Cl)(Cl)Cl.[O-2].[O-2].[Mn+4]. The product is [CH2:1]([O:3][C:4]1[CH:5]=[C:6]2[C:11](=[C:12]3[CH2:16][C:15]([CH3:18])([CH3:17])[O:14][C:13]=13)[C:10]([C:19]1[CH:20]=[C:21]([CH:26]=[CH:27][CH:28]=1)[C:22]([NH:24][CH3:25])=[O:23])=[N:9][C:8]([CH3:30])([CH3:29])[C:7]2=[O:31])[CH3:2]. The yield is 0.640. (7) The reactants are Cl[C:2]1[N:7]=[C:6]([C:8]([F:11])([F:10])[F:9])[CH:5]=[CH:4][N:3]=1.[Br:12][C:13]1[CH:14]=[C:15]([CH:17]=[C:18]([C:20]([F:23])([F:22])[F:21])[CH:19]=1)[NH2:16].O.C1(C)C=CC(S(O)(=O)=O)=CC=1. The catalyst is O1CCOCC1.C(OCC)(=O)C.C(OCC)C. The product is [Br:12][C:13]1[CH:14]=[C:15]([NH:16][C:2]2[N:7]=[C:6]([C:8]([F:11])([F:10])[F:9])[CH:5]=[CH:4][N:3]=2)[CH:17]=[C:18]([C:20]([F:22])([F:23])[F:21])[CH:19]=1. The yield is 0.870. (8) The reactants are [C:1]([O:5][CH:6]([CH3:8])[CH3:7])(=[O:4])[C:2]#[CH:3].[Na+].[I-:10]. The catalyst is CC(O)=O. The product is [I:10]/[CH:3]=[CH:2]\[C:1]([O:5][CH:6]([CH3:8])[CH3:7])=[O:4]. The yield is 0.835. (9) The reactants are [Br:1][C:2]1[CH:7]=[CH:6][C:5]([OH:8])=[CH:4][C:3]=1[OH:9].C(=O)([O-])[O-].[K+].[K+].I[CH:17]([CH3:19])[CH3:18]. The catalyst is CC(C)=O.C(OCC)C. The product is [Br:1][C:2]1[CH:7]=[CH:6][C:5]([OH:8])=[CH:4][C:3]=1[O:9][CH:17]([CH3:19])[CH3:18]. The yield is 0.420.